From a dataset of Forward reaction prediction with 1.9M reactions from USPTO patents (1976-2016). Predict the product of the given reaction. (1) Given the reactants C(OC([N:11]1[CH2:16][CH2:15][CH:14]([CH2:17][N:18]2[CH2:23][CH2:22][N:21]([C:24]([O:26][C:27]([CH3:30])([CH3:29])[CH3:28])=[O:25])[CH2:20][CH2:19]2)[CH2:13][CH2:12]1)=O)C1C=CC=CC=1, predict the reaction product. The product is: [NH:11]1[CH2:16][CH2:15][CH:14]([CH2:17][N:18]2[CH2:19][CH2:20][N:21]([C:24]([O:26][C:27]([CH3:30])([CH3:29])[CH3:28])=[O:25])[CH2:22][CH2:23]2)[CH2:13][CH2:12]1. (2) Given the reactants [Br:1][C:2]1[CH:3]=[C:4]([CH3:9])[CH:5]=[C:6]([Cl:8])[CH:7]=1.C1C(=O)N([Br:17])C(=O)C1.CC(N=NC(C#N)(C)C)(C#N)C.ClCCl, predict the reaction product. The product is: [Br:1][C:2]1[CH:7]=[C:6]([Cl:8])[CH:5]=[C:4]([CH2:9][Br:17])[CH:3]=1. (3) Given the reactants [NH2:1][C:2]1[N:3]=[C:4]([CH3:21])[C:5]2[CH:11]=[C:10](Br)[C:9](=[O:13])[N:8]([C@H:14]3[CH2:19][CH2:18][C@H:17]([OH:20])[CH2:16][CH2:15]3)[C:6]=2[N:7]=1.CN([CH:25]=[O:26])C.[CH2:27]([OH:31])[CH2:28][CH2:29][CH3:30].C1CCN2C(=NCCC2)CC1, predict the reaction product. The product is: [NH2:1][C:2]1[N:3]=[C:4]([CH3:21])[C:5]2[CH:11]=[C:10]([C:25]([O:31][CH2:27][CH2:28][CH2:29][CH3:30])=[O:26])[C:9](=[O:13])[N:8]([C@H:14]3[CH2:19][CH2:18][C@H:17]([OH:20])[CH2:16][CH2:15]3)[C:6]=2[N:7]=1. (4) Given the reactants FC(F)(F)S(O[C:7]1[C:12]([CH:13]=[O:14])=[CH:11][C:10]([Cl:15])=[CH:9][C:8]=1[O:16][CH2:17][CH3:18])(=O)=O.CC([O-])=O.[K+].[B:26]1([B:26]2[O:30][C:29]([CH3:32])([CH3:31])[C:28]([CH3:34])([CH3:33])[O:27]2)[O:30][C:29]([CH3:32])([CH3:31])[C:28]([CH3:34])([CH3:33])[O:27]1, predict the reaction product. The product is: [Cl:15][C:10]1[CH:9]=[C:8]([O:16][CH2:17][CH3:18])[C:7]([B:26]2[O:30][C:29]([CH3:32])([CH3:31])[C:28]([CH3:34])([CH3:33])[O:27]2)=[C:12]([CH:11]=1)[CH:13]=[O:14].